This data is from Forward reaction prediction with 1.9M reactions from USPTO patents (1976-2016). The task is: Predict the product of the given reaction. (1) Given the reactants FC(F)(F)S(O[C:7]1[C:8]2[S:22](=[O:24])(=[O:23])[CH2:21][CH2:20][CH2:19][C:9]=2[N:10]=[C:11]([C:13]2[CH:18]=[CH:17][CH:16]=[CH:15][CH:14]=2)[N:12]=1)(=O)=O.[NH2:27][C:28]1[CH:33]=[CH:32][C:31]([CH2:34][CH2:35][OH:36])=[CH:30][CH:29]=1, predict the reaction product. The product is: [OH:36][CH2:35][CH2:34][C:31]1[CH:32]=[CH:33][C:28]([NH:27][C:7]2[C:8]3[S:22](=[O:24])(=[O:23])[CH2:21][CH2:20][CH2:19][C:9]=3[N:10]=[C:11]([C:13]3[CH:18]=[CH:17][CH:16]=[CH:15][CH:14]=3)[N:12]=2)=[CH:29][CH:30]=1. (2) Given the reactants Cl[C:2]1[CH:7]=[N:6][CH:5]=[C:4]([Cl:8])[N:3]=1.[F:9][C:10]1[CH:15]=[CH:14][C:13](B(O)O)=[CH:12][CH:11]=1, predict the reaction product. The product is: [Cl:8][C:4]1[CH:5]=[N:6][CH:7]=[C:2]([C:13]2[CH:14]=[CH:15][C:10]([F:9])=[CH:11][CH:12]=2)[N:3]=1. (3) Given the reactants C([O:3][C:4](=O)[CH2:5][S:6][C:7]1[N:8]([C:24]2[CH:29]=[CH:28][CH:27]=[C:26]([F:30])[CH:25]=2)[C:9](=[O:23])[C:10]2[C:15]([C:16]3[CH:21]=[CH:20][CH:19]=[CH:18][C:17]=3[F:22])=[CH:14][S:13][C:11]=2[N:12]=1)C.[NH3:32], predict the reaction product. The product is: [F:30][C:26]1[CH:25]=[C:24]([N:8]2[C:9](=[O:23])[C:10]3[C:15]([C:16]4[CH:21]=[CH:20][CH:19]=[CH:18][C:17]=4[F:22])=[CH:14][S:13][C:11]=3[N:12]=[C:7]2[S:6][CH2:5][C:4]([NH2:32])=[O:3])[CH:29]=[CH:28][CH:27]=1.